Dataset: Catalyst prediction with 721,799 reactions and 888 catalyst types from USPTO. Task: Predict which catalyst facilitates the given reaction. (1) Reactant: [F:1][C:2]([F:7])([F:6])[C:3]([OH:5])=[O:4].[NH2:8][C:9]1[C:18]2[C:13](=[CH:14][C:15]([O:19][CH:20]([C:25]3[CH:30]=[C:29]([O:31][CH3:32])[C:28]([O:33][CH3:34])=[CH:27][C:26]=3[F:35])[C:21]([O:23]C)=[O:22])=[CH:16][CH:17]=2)[CH:12]=[CH:11][N:10]=1.[Li+].[OH-]. Product: [F:1][C:2]([F:7])([F:6])[C:3]([OH:5])=[O:4].[NH2:8][C:9]1[C:18]2[C:13](=[CH:14][C:15]([O:19][CH:20]([C:25]3[CH:30]=[C:29]([O:31][CH3:32])[C:28]([O:33][CH3:34])=[CH:27][C:26]=3[F:35])[C:21]([OH:23])=[O:22])=[CH:16][CH:17]=2)[CH:12]=[CH:11][N:10]=1. The catalyst class is: 1. (2) Reactant: [Li+].CC([N-]C(C)C)C.[N+:9]([C:12]1[CH:13]=[C:14]2[C:18](=[CH:19][CH:20]=1)[N:17]([C:21]([O:23][C:24]([CH3:27])([CH3:26])[CH3:25])=[O:22])[CH:16]=[CH:15]2)([O-:11])=[O:10].[B:28](OC(C)C)([O:33]C(C)C)[O:29]C(C)C.ClC1N=C(C2C=CC(O)=CC=2)C=NC=1. Product: [C:24]([O:23][C:21]([N:17]1[C:18]2[C:14](=[CH:13][C:12]([N+:9]([O-:11])=[O:10])=[CH:20][CH:19]=2)[CH:15]=[C:16]1[B:28]([OH:33])[OH:29])=[O:22])([CH3:27])([CH3:26])[CH3:25]. The catalyst class is: 1. (3) Reactant: [CH3:1][O:2][C:3]1[CH:8]=[CH:7][C:6]([N:9]=[C:10]=[O:11])=[CH:5][CH:4]=1.[C:12]1([CH:18]2[CH2:23][CH2:22][CH:21]([NH2:24])[CH2:20][CH2:19]2)[CH:17]=[CH:16][CH:15]=[CH:14][CH:13]=1. Product: [CH3:1][O:2][C:3]1[CH:4]=[CH:5][C:6]([NH:9][C:10]([NH:24][CH:21]2[CH2:20][CH2:19][CH:18]([C:12]3[CH:17]=[CH:16][CH:15]=[CH:14][CH:13]=3)[CH2:23][CH2:22]2)=[O:11])=[CH:7][CH:8]=1. The catalyst class is: 2.